Dataset: Full USPTO retrosynthesis dataset with 1.9M reactions from patents (1976-2016). Task: Predict the reactants needed to synthesize the given product. (1) Given the product [CH3:1][O:2][C:3](=[O:34])[C:4]([CH3:37])([NH:11][CH2:12][C:13]1[CH:18]=[CH:17][C:16]([O:19][CH2:20][CH2:21][C:22]2[N:23]=[C:24]([C:28]3[CH:33]=[CH:32][CH:31]=[CH:30][CH:29]=3)[O:25][C:26]=2[CH3:27])=[CH:15][CH:14]=1)[C:5]1[CH:10]=[CH:9][CH:8]=[CH:7][CH:6]=1, predict the reactants needed to synthesize it. The reactants are: [CH3:1][O:2][C:3](=[O:34])[CH:4]([NH:11][CH2:12][C:13]1[CH:18]=[CH:17][C:16]([O:19][CH2:20][CH2:21][C:22]2[N:23]=[C:24]([C:28]3[CH:33]=[CH:32][CH:31]=[CH:30][CH:29]=3)[O:25][C:26]=2[CH3:27])=[CH:15][CH:14]=1)[C:5]1[CH:10]=[CH:9][CH:8]=[CH:7][CH:6]=1.C=O.[CH3:37]C(O)=O.C([BH3-])#N.[Na+]. (2) Given the product [CH3:4][N:5]1[C:12]2[CH:13]=[C:14]([S:38]([CH3:41])(=[O:40])=[O:39])[CH:15]=[C:16]([C:17]3[C:18]4[CH:27]=[CH:26][NH:25][C:19]=4[C:20](=[O:24])[N:21]([CH3:23])[CH:22]=3)[C:11]=2[O:10][C:7]2([CH2:9][CH2:8]2)[C:6]1=[O:42], predict the reactants needed to synthesize it. The reactants are: [OH-].[Na+].O.[CH3:4][N:5]1[C:12]2[CH:13]=[C:14]([S:38]([CH3:41])(=[O:40])=[O:39])[CH:15]=[C:16]([C:17]3[C:18]4[CH:27]=[CH:26][N:25](S(C5C=CC(C)=CC=5)(=O)=O)[C:19]=4[C:20](=[O:24])[N:21]([CH3:23])[CH:22]=3)[C:11]=2[O:10][C:7]2([CH2:9][CH2:8]2)[C:6]1=[O:42]. (3) Given the product [CH3:51][O:50][C:47]1[CH:46]=[CH:45][C:44]([C@H:12]2[CH2:11][C@@H:10]([C:62]3[CH:61]=[CH:60][CH:55]=[CH:54][CH:53]=3)[NH:15][CH2:14][C@@H:13]2[O:16][C:17]([CH2:17][S:18]([CH3:21])(=[O:20])=[O:19])([C:28]2[CH:29]=[CH:30][C:31]3[O:36][CH2:35][C:34](=[O:37])[N:33]([CH2:38][CH2:39][CH2:40][O:41][CH3:42])[C:32]=3[CH:43]=2)[S:18]([C:21]2[CH:22]=[CH:23][C:24]([CH3:27])=[CH:25][CH:26]=2)(=[O:20])=[O:19])=[CH:49][CH:48]=1, predict the reactants needed to synthesize it. The reactants are: C(SC[C@H:10]1[NH:15][CH2:14][C@H:13]([O:16][CH:17]([C:28]2[CH:29]=[CH:30][C:31]3[O:36][CH2:35][C:34](=[O:37])[N:33]([CH2:38][CH2:39][CH2:40][O:41][CH3:42])[C:32]=3[CH:43]=2)[S:18]([C:21]2[CH:26]=[CH:25][C:24]([CH3:27])=[CH:23][CH:22]=2)(=[O:20])=[O:19])[C@@H:12]([C:44]2[CH:49]=[CH:48][C:47]([O:50][CH3:51])=[CH:46][CH:45]=2)[CH2:11]1)C1C=CC=CC=1.Cl[C:53]1[CH:54]=[C:55]([CH:60]=[CH:61][CH:62]=1)C(OO)=O.